This data is from Full USPTO retrosynthesis dataset with 1.9M reactions from patents (1976-2016). The task is: Predict the reactants needed to synthesize the given product. (1) Given the product [Cl:1][C:2]1[CH:3]=[C:4]2[C:8](=[CH:9][CH:10]=1)[NH:7][C:6](=[O:11])[C:5]2([OH:12])[C:14]1[CH:19]=[CH:18][CH:17]=[CH:16][N:15]=1, predict the reactants needed to synthesize it. The reactants are: [Cl:1][C:2]1[CH:3]=[C:4]2[C:8](=[CH:9][CH:10]=1)[NH:7][C:6](=[O:11])[C:5]2=[O:12].Br[C:14]1[CH:19]=[CH:18][CH:17]=[CH:16][N:15]=1. (2) Given the product [CH3:23][C:22]1[C:17]([N:14]2[CH2:15][CH2:16][N:11]([C:9]([C:5]3[C:6]([F:8])=[CH:7][C:2]([N:31]4[CH:27]([CH3:26])[CH2:28][CH2:29][C:30]4=[O:32])=[CH:3][C:4]=3[F:25])=[O:10])[CH2:12][CH2:13]2)=[N:18][CH:19]=[C:20]([CH3:24])[CH:21]=1, predict the reactants needed to synthesize it. The reactants are: Br[C:2]1[CH:7]=[C:6]([F:8])[C:5]([C:9]([N:11]2[CH2:16][CH2:15][N:14]([C:17]3[C:22]([CH3:23])=[CH:21][C:20]([CH3:24])=[CH:19][N:18]=3)[CH2:13][CH2:12]2)=[O:10])=[C:4]([F:25])[CH:3]=1.[CH3:26][CH:27]1[NH:31][C:30](=[O:32])[CH2:29][CH2:28]1. (3) Given the product [C:1]([O:5][C:6]([N:8]([CH3:40])[C@@H:9]1[CH2:10][CH2:11][CH2:12][C@@H:13]([CH3:14])[N:21]2[C:22](=[O:35])[C:23]([O:30][S:31]([CH3:34])(=[O:32])=[O:33])=[C:24]([C:26]([O:28][CH3:29])=[O:27])[N:25]=[C:20]12)=[O:7])([CH3:3])([CH3:4])[CH3:2], predict the reactants needed to synthesize it. The reactants are: [C:1]([O:5][C:6]([N:8]([CH3:40])[CH:9]([C:20]1[N:25]=[C:24]([C:26]([O:28][CH3:29])=[O:27])[C:23]([O:30][S:31]([CH3:34])(=[O:33])=[O:32])=[C:22]([O:35]S(C)(=O)=O)[N:21]=1)[CH2:10][CH2:11][CH2:12][CH:13](OS(C)(=O)=O)[CH3:14])=[O:7])([CH3:4])([CH3:3])[CH3:2].C(=O)([O-])[O-].[Cs+].[Cs+].CS(Cl)(=O)=O. (4) Given the product [CH:1]1([N:4]([CH:5]2[CH2:10][CH2:9][N:8]([C:11]3[N:12]=[CH:13][C:14]([CH3:17])=[CH:15][N:16]=3)[CH2:7][CH2:6]2)[C:22](=[O:23])[C:21]2[CH:25]=[CH:26][C:27]([C:28]3[O:32][CH:31]=[N:30][CH:29]=3)=[C:19]([F:18])[CH:20]=2)[CH2:2][CH2:3]1, predict the reactants needed to synthesize it. The reactants are: [CH:1]1([NH:4][CH:5]2[CH2:10][CH2:9][N:8]([C:11]3[N:16]=[CH:15][C:14]([CH3:17])=[CH:13][N:12]=3)[CH2:7][CH2:6]2)[CH2:3][CH2:2]1.[F:18][C:19]1[CH:20]=[C:21]([CH:25]=[CH:26][C:27]=1[C:28]1[O:32][CH:31]=[N:30][CH:29]=1)[C:22](O)=[O:23]. (5) Given the product [NH2:1][C:2]1[N:3]=[C:4]([CH3:22])[C:5]2=[C:6]([CH2:8][C@H:9]([C:14]3[CH:19]=[CH:18][C:17]([F:20])=[CH:16][C:15]=3[Br:21])[NH:10]/[C:11]/2=[N:12]\[O:13][CH:30]2[CH2:34][CH2:33][O:32][C:31]2=[O:35])[N:7]=1, predict the reactants needed to synthesize it. The reactants are: [NH2:1][C:2]1[N:3]=[C:4]([CH3:22])[C:5]2=[C:6]([CH2:8][C@H:9]([C:14]3[CH:19]=[CH:18][C:17]([F:20])=[CH:16][C:15]=3[Br:21])[NH:10]/[C:11]/2=[N:12]\[OH:13])[N:7]=1.C([O-])([O-])=O.[Cs+].[Cs+].Br[CH:30]1[CH2:34][CH2:33][O:32][C:31]1=[O:35].